From a dataset of Forward reaction prediction with 1.9M reactions from USPTO patents (1976-2016). Predict the product of the given reaction. (1) Given the reactants C(OC(=O)[N:7]([S:13]([C:16]1[CH:21]=[CH:20][C:19](F)=[C:18]([F:23])[CH:17]=1)(=[O:15])=[O:14])[C:8]1[S:9][CH:10]=[CH:11][N:12]=1)(C)(C)C.C([Li])CCC.[O:30]1[CH:34]=[CH:33][C:32]([C:35]2[N:42]=[CH:41][CH:40]=[CH:39][C:36]=2[CH:37]=[O:38])=[CH:31]1.Cl, predict the reaction product. The product is: [F:23][C:18]1[CH:17]=[C:16]([S:13]([NH:7][C:8]2[S:9][CH:10]=[CH:11][N:12]=2)(=[O:14])=[O:15])[CH:21]=[CH:20][C:19]=1[CH:37]([C:36]1[C:35]([C:32]2[CH:33]=[CH:34][O:30][CH:31]=2)=[N:42][CH:41]=[CH:40][CH:39]=1)[OH:38]. (2) Given the reactants Cl[C:2]1[N:3]=[CH:4][C:5]2[N:11]([CH3:12])[C:10](=[O:13])[C:9]([F:15])([F:14])[CH2:8][N:7]([CH2:16][CH2:17][CH2:18][C:19]3[CH:24]=[CH:23][CH:22]=[CH:21][CH:20]=3)[C:6]=2[N:25]=1.[NH2:26][C:27]1[CH:42]=[CH:41][C:30]([C:31]([NH:33][CH:34]2[CH2:39][CH2:38][N:37]([CH3:40])[CH2:36][CH2:35]2)=[O:32])=[CH:29][C:28]=1[O:43][CH3:44].O.C1(C)C=CC(S(O)(=O)=O)=CC=1.C(=O)([O-])[O-].[Na+].[Na+], predict the reaction product. The product is: [F:14][C:9]1([F:15])[CH2:8][N:7]([CH2:16][CH2:17][CH2:18][C:19]2[CH:24]=[CH:23][CH:22]=[CH:21][CH:20]=2)[C:6]2[N:25]=[C:2]([NH:26][C:27]3[CH:42]=[CH:41][C:30]([C:31]([NH:33][CH:34]4[CH2:35][CH2:36][N:37]([CH3:40])[CH2:38][CH2:39]4)=[O:32])=[CH:29][C:28]=3[O:43][CH3:44])[N:3]=[CH:4][C:5]=2[N:11]([CH3:12])[C:10]1=[O:13]. (3) Given the reactants [N:1]([C:4]1[CH:12]=[CH:11][C:7]([C:8]([OH:10])=[O:9])=[CH:6][CH:5]=1)=[C:2]=[S:3].C(N(C(C)C)CC)(C)C.Cl.[NH:23]([CH2:25][C:26](OCC)=[O:27])[NH2:24], predict the reaction product. The product is: [NH2:24][N:23]1[CH2:25][C:26](=[O:27])[N:1]([C:4]2[CH:12]=[CH:11][C:7]([C:8]([OH:10])=[O:9])=[CH:6][CH:5]=2)[C:2]1=[S:3]. (4) Given the reactants [Cl:1][C:2]1[C:3]([C:17]2[CH:22]=[C:21]([Cl:23])[CH:20]=[CH:19][C:18]=2[C:24]#[N:25])=[CH:4][C:5](=[O:16])[N:6]([CH2:8][C:9]([O:11][C:12]([CH3:15])([CH3:14])[CH3:13])=[O:10])[CH:7]=1.FC(F)(F)S(O[CH2:32][CH2:33][O:34][CH3:35])(=O)=O, predict the reaction product. The product is: [Cl:1][C:2]1[C:3]([C:17]2[CH:22]=[C:21]([Cl:23])[CH:20]=[CH:19][C:18]=2[C:24]#[N:25])=[CH:4][C:5](=[O:16])[N:6]([CH:8]([CH2:32][CH2:33][O:34][CH3:35])[C:9]([O:11][C:12]([CH3:15])([CH3:14])[CH3:13])=[O:10])[CH:7]=1. (5) The product is: [Br:1][C:2]1[N:7]=[CH:6][C:5]([CH:9]=[O:10])=[C:4]([CH3:12])[CH:3]=1. Given the reactants [Br:1][C:2]1[N:7]=[C:6](C)[C:5]([CH:9]=[O:10])=[CH:4][CH:3]=1.N[C:12]1C=C(C)C=CN=1.NC1C=CC=C(C)N=1, predict the reaction product. (6) Given the reactants [SH:1][C:2]1[S:3][C:4]2[CH:10]=[C:9]([OH:11])[CH:8]=[CH:7][C:5]=2[N:6]=1.[CH2:12](N(CC)CC)C.IC, predict the reaction product. The product is: [CH3:12][S:1][C:2]1[S:3][C:4]2[CH:10]=[C:9]([OH:11])[CH:8]=[CH:7][C:5]=2[N:6]=1.